This data is from Forward reaction prediction with 1.9M reactions from USPTO patents (1976-2016). The task is: Predict the product of the given reaction. (1) The product is: [CH3:35][N:36]([CH3:40])[C:37](=[O:38])[NH:1][C:2]1[CH:3]=[C:4]([C:8]2[N:17]=[C:16]([NH:18][C:19]3[CH:20]=[C:21]4[C:25](=[CH:26][CH:27]=3)[N:24]([C:28]([O:30][C:31]([CH3:34])([CH3:33])[CH3:32])=[O:29])[N:23]=[CH:22]4)[C:15]3[C:10](=[CH:11][CH:12]=[CH:13][CH:14]=3)[N:9]=2)[CH:5]=[CH:6][CH:7]=1. Given the reactants [NH2:1][C:2]1[CH:3]=[C:4]([C:8]2[N:17]=[C:16]([NH:18][C:19]3[CH:20]=[C:21]4[C:25](=[CH:26][CH:27]=3)[N:24]([C:28]([O:30][C:31]([CH3:34])([CH3:33])[CH3:32])=[O:29])[N:23]=[CH:22]4)[C:15]3[C:10](=[CH:11][CH:12]=[CH:13][CH:14]=3)[N:9]=2)[CH:5]=[CH:6][CH:7]=1.[CH3:35][N:36]([CH3:40])[C:37](Cl)=[O:38].CCN(CC)CC.[Cl-], predict the reaction product. (2) Given the reactants [C:1]([C:3]1[CH:4]=[C:5]([N:9]2[C:14]3[N:15]=[C:16]([NH:19][C:20]4[CH:21]=[C:22]([CH2:26][CH2:27]OS(C)(=O)=O)[CH:23]=[CH:24][CH:25]=4)[N:17]=[CH:18][C:13]=3[CH:12]([CH3:33])[N:11]([C:34]3[CH:39]=[CH:38][C:37]([O:40][CH3:41])=[CH:36][CH:35]=3)[C:10]2=[O:42])[CH:6]=[CH:7][CH:8]=1)#[N:2].[CH3:43][N:44]1[CH2:49][CH2:48][NH:47][CH2:46][CH2:45]1, predict the reaction product. The product is: [CH3:41][O:40][C:37]1[CH:36]=[CH:35][C:34]([N:11]2[CH:12]([CH3:33])[C:13]3[C:14](=[N:15][C:16]([NH:19][C:20]4[CH:25]=[CH:24][CH:23]=[C:22]([CH2:26][CH2:27][N:47]5[CH2:48][CH2:49][N:44]([CH3:43])[CH2:45][CH2:46]5)[CH:21]=4)=[N:17][CH:18]=3)[N:9]([C:5]3[CH:4]=[C:3]([CH:8]=[CH:7][CH:6]=3)[C:1]#[N:2])[C:10]2=[O:42])=[CH:39][CH:38]=1.